From a dataset of Peptide-MHC class I binding affinity with 185,985 pairs from IEDB/IMGT. Regression. Given a peptide amino acid sequence and an MHC pseudo amino acid sequence, predict their binding affinity value. This is MHC class I binding data. (1) The peptide sequence is MQLPGGWLL. The MHC is HLA-A11:01 with pseudo-sequence HLA-A11:01. The binding affinity (normalized) is 0.0847. (2) The peptide sequence is EEKYNLTSV. The MHC is H-2-Db with pseudo-sequence H-2-Db. The binding affinity (normalized) is 0.0641.